From a dataset of Cav3 T-type calcium channel HTS with 100,875 compounds. Binary Classification. Given a drug SMILES string, predict its activity (active/inactive) in a high-throughput screening assay against a specified biological target. (1) The drug is Clc1sc(C(=O)Nc2sc3c(n2)c(ccc3)C)cc1. The result is 0 (inactive). (2) The molecule is S(=O)(=O)(n1c2c(nc1)cccc2)c1sccc1. The result is 0 (inactive). (3) The molecule is O1CCN(CC1)c1cc2c(cc1)cc(c(c2)C#N)C#N. The result is 0 (inactive). (4) The molecule is S(c1n(c2ccccc2)c(=O)[nH]n1)CC(=O)Nc1ccc(OCC)cc1. The result is 0 (inactive). (5) The molecule is S(=O)(=O)(CC(=O)NCCCN1CCN(CC1)C)Cc1nc(oc1C)c1ccc(cc1)C. The result is 0 (inactive). (6) The drug is Clc1c2c(sc1C(=O)NCc1occc1)cccc2. The result is 0 (inactive). (7) The compound is S(=O)(=O)(NCC1CCC(CC1)C(=O)NCc1cc2OCOc2cc1)c1c(cc(cc1C)C)C. The result is 0 (inactive).